This data is from Reaction yield outcomes from USPTO patents with 853,638 reactions. The task is: Predict the reaction yield, written as a fraction of the theoretical maximum amount of product (1.0 means a 100% yield; for example, 0.34 means a 34% yield). (1) The reactants are CC(C)([O-])C.[K+].[Cl-].[CH3:8][O:9][CH2:10][P+](C1C=CC=CC=1)(C1C=CC=CC=1)C1C=CC=CC=1.[CH2:30]([CH:37]1[CH2:42][C:41](=O)[CH2:40][CH2:39][N:38]1[C:44]([O:46][C:47]([CH3:50])([CH3:49])[CH3:48])=[O:45])[C:31]1[CH:36]=[CH:35][CH:34]=[CH:33][CH:32]=1. The catalyst is C1COCC1. The product is [CH2:30]([CH:37]1[CH2:42]/[C:41](=[CH:8]\[O:9][CH3:10])/[CH2:40][CH2:39][N:38]1[C:44]([O:46][C:47]([CH3:50])([CH3:49])[CH3:48])=[O:45])[C:31]1[CH:36]=[CH:35][CH:34]=[CH:33][CH:32]=1. The yield is 0.340. (2) The reactants are BrCC[O:4][C:5]([O:20][C:21](=O)[CH2:22]C)=[C:6]([C:11]1[CH:16]=[CH:15][C:14]([N+:17]([O-:19])=[O:18])=[CH:13][CH:12]=1)[C:7](=[O:10])[CH2:8][CH3:9].[H-].[Na+]. The catalyst is CN(C=O)C. The product is [O:20]1[CH2:21][CH2:22][O:4][C:5]1=[C:6]([C:11]1[CH:12]=[CH:13][C:14]([N+:17]([O-:19])=[O:18])=[CH:15][CH:16]=1)[C:7](=[O:10])[CH2:8][CH3:9].[O:20]1[CH2:21][CH2:22][O:4][C:5]1=[C:6]([C:11]1[CH:12]=[CH:13][C:14]([N+:17]([O-:19])=[O:18])=[CH:15][CH:16]=1)[C:7]([O:10][C:5](=[O:4])[CH2:6][CH3:7])=[CH:8][CH3:9]. The yield is 0.340.